This data is from Full USPTO retrosynthesis dataset with 1.9M reactions from patents (1976-2016). The task is: Predict the reactants needed to synthesize the given product. (1) Given the product [CH2:15]([O:12][CH2:11][CH:8]1[CH2:7][CH2:6][C:5](=[O:1])[CH2:10][CH2:9]1)[CH:14]=[CH2:13], predict the reactants needed to synthesize it. The reactants are: [O:1]1[C:5]2([CH2:10][CH2:9][CH:8]([CH2:11][OH:12])[CH2:7][CH2:6]2)OCC1.[CH2:13](Br)[CH:14]=[CH2:15]. (2) Given the product [Br:20][C:11]1[NH:10][C:14]2[N:15]=[CH:16][N:17]=[C:18]([Cl:19])[C:13]=2[CH:12]=1, predict the reactants needed to synthesize it. The reactants are: C1(S([N:10]2[C:14]3[N:15]=[CH:16][N:17]=[C:18]([Cl:19])[C:13]=3[CH:12]=[C:11]2[Br:20])(=O)=O)C=CC=CC=1.CC(C)([O-])C.[K+].C([O-])(O)=O.[Na+]. (3) Given the product [O:3]1[CH:7]=[CH:6][C:5]([C:8]2([C:9]#[N:10])[CH2:13][CH2:12]2)=[N:4]1, predict the reactants needed to synthesize it. The reactants are: [H-].[Na+].[O:3]1[CH:7]=[CH:6][C:5]([CH2:8][C:9]#[N:10])=[N:4]1.Br[CH2:12][CH2:13]Br.O. (4) The reactants are: Br[C:2]1[CH:15]=[CH:14][C:5]([O:6][CH2:7][C:8]2[CH:13]=[CH:12][CH:11]=[CH:10][CH:9]=2)=[C:4]([N+:16]([O-:18])=[O:17])[CH:3]=1.[N:19]1[CH:24]=[CH:23][C:22](B(O)O)=[CH:21][CH:20]=1.C(=O)([O-])[O-].[Cs+].[Cs+]. Given the product [CH2:7]([O:6][C:5]1[CH:14]=[CH:15][C:2]([C:22]2[CH:23]=[CH:24][N:19]=[CH:20][CH:21]=2)=[CH:3][C:4]=1[N+:16]([O-:18])=[O:17])[C:8]1[CH:13]=[CH:12][CH:11]=[CH:10][CH:9]=1, predict the reactants needed to synthesize it. (5) Given the product [C:28]([Si:32]([CH3:43])([CH3:42])[O:33][CH2:34][CH2:35][N:36]1[CH:40]=[CH:39][C:38]([NH:41][C:13](=[O:15])[CH:12]([C:4]2[CH:5]=[CH:6][C:7]([S:8]([CH3:11])(=[O:9])=[O:10])=[C:2]([Cl:1])[CH:3]=2)[CH2:16][CH:17]2[CH2:21][CH2:20][O:19][CH2:18]2)=[N:37]1)([CH3:31])([CH3:30])[CH3:29], predict the reactants needed to synthesize it. The reactants are: [Cl:1][C:2]1[CH:3]=[C:4]([CH:12]([CH2:16][CH:17]2[CH2:21][CH2:20][O:19][CH2:18]2)[C:13]([OH:15])=O)[CH:5]=[CH:6][C:7]=1[S:8]([CH3:11])(=[O:10])=[O:9].C(Cl)(=O)C(Cl)=O.[C:28]([Si:32]([CH3:43])([CH3:42])[O:33][CH2:34][CH2:35][N:36]1[CH:40]=[CH:39][C:38]([NH2:41])=[N:37]1)([CH3:31])([CH3:30])[CH3:29].N1C(C)=CC=CC=1C. (6) Given the product [Cl:15][C:16]1[N:17]=[C:18]([N:3]2[CH2:4][C@@H:5]3[C@@H:1]([CH2:7][N:6]3[C:8]([O:10][C:11]([CH3:14])([CH3:13])[CH3:12])=[O:9])[CH2:2]2)[CH:19]=[N:20][CH:21]=1, predict the reactants needed to synthesize it. The reactants are: [C@@H:1]12[CH2:7][N:6]([C:8]([O:10][C:11]([CH3:14])([CH3:13])[CH3:12])=[O:9])[C@@H:5]1[CH2:4][NH:3][CH2:2]2.[Cl:15][C:16]1[CH:21]=[N:20][CH:19]=[C:18](Cl)[N:17]=1.C([O-])([O-])=O.[Na+].[Na+]. (7) Given the product [Cl:28][C:24]1[CH:23]=[C:22]([CH:27]=[CH:26][CH:25]=1)[CH2:21][N:20]1[C:18](=[O:19])[C:3]2[C:2](=[CH:10][C:9]3[NH:8][N:7]=[C:6]([C:11]4[CH:16]=[CH:15][N:14]=[C:13]([CH3:17])[CH:12]=4)[C:5]=3[CH:4]=2)[NH:1][C:41]1=[O:42], predict the reactants needed to synthesize it. The reactants are: [NH2:1][C:2]1[CH:10]=[C:9]2[C:5]([C:6]([C:11]3[CH:16]=[CH:15][N:14]=[C:13]([CH3:17])[CH:12]=3)=[N:7][NH:8]2)=[CH:4][C:3]=1[C:18]([NH:20][CH2:21][C:22]1[CH:27]=[CH:26][CH:25]=[C:24]([Cl:28])[CH:23]=1)=[O:19].CCN(CC)CC.C1N=CN([C:41](N2C=NC=C2)=[O:42])C=1. (8) The reactants are: [Br:1][C:2]1[CH:7]=[CH:6][C:5]([N:8]2[C:16]([C:17](=[O:20])[NH:18][CH3:19])=[C:15]3[C:10]([CH:11]=[C:12]([N:24]([S:36]([CH3:39])(=[O:38])=[O:37])[CH2:25][CH2:26][CH2:27][NH:28][C:29](=[O:35])[CH2:30][CH2:31][C:32](O)=[O:33])[C:13]([CH:21]4[CH2:23][CH2:22]4)=[CH:14]3)=[N:9]2)=[CH:4][CH:3]=1.C(=O)([O-])[O-].[K+].[K+].CI. Given the product [Br:1][C:2]1[CH:3]=[CH:4][C:5]([N:8]2[C:16]([C:17]([NH:18][CH3:19])=[O:20])=[C:15]3[C:10]([CH:11]=[C:12]([N:24]([CH2:25][CH2:26][CH2:27][N:28]4[C:32](=[O:33])[CH2:31][CH2:30][C:29]4=[O:35])[S:36]([CH3:39])(=[O:37])=[O:38])[C:13]([CH:21]4[CH2:23][CH2:22]4)=[CH:14]3)=[N:9]2)=[CH:6][CH:7]=1, predict the reactants needed to synthesize it. (9) Given the product [NH2:1][CH:4]([CH:10]([O:17][C:18]1[CH:23]=[CH:22][C:21]([F:24])=[CH:20][C:19]=1[N+:25]([O-:27])=[O:26])[C:11]1[CH:12]=[CH:13][CH:14]=[CH:15][CH:16]=1)[C:5]([O:7][CH2:8][CH3:9])=[O:6], predict the reactants needed to synthesize it. The reactants are: [N:1]([CH:4]([CH:10]([O:17][C:18]1[CH:23]=[CH:22][C:21]([F:24])=[CH:20][C:19]=1[N+:25]([O-:27])=[O:26])[C:11]1[CH:16]=[CH:15][CH:14]=[CH:13][CH:12]=1)[C:5]([O:7][CH2:8][CH3:9])=[O:6])=[N+]=[N-].C1(P(C2C=CC=CC=2)C2C=CC=CC=2)C=CC=CC=1.O.